From a dataset of Full USPTO retrosynthesis dataset with 1.9M reactions from patents (1976-2016). Predict the reactants needed to synthesize the given product. (1) Given the product [F:19][C:20]1[CH:25]=[C:24]([N+:26]([O-:28])=[O:27])[CH:23]=[CH:22][C:21]=1[CH2:29][CH2:30][N:15]1[CH2:16][CH2:17][N:12]([CH2:11][CH2:10][C:7]2[CH:8]=[CH:9][C:4]([N+:1]([O-:3])=[O:2])=[CH:5][CH:6]=2)[C:13](=[O:18])[CH2:14]1, predict the reactants needed to synthesize it. The reactants are: [N+:1]([C:4]1[CH:9]=[CH:8][C:7]([CH2:10][CH2:11][N:12]2[CH2:17][CH2:16][NH:15][CH2:14][C:13]2=[O:18])=[CH:6][CH:5]=1)([O-:3])=[O:2].[F:19][C:20]1[CH:25]=[C:24]([N+:26]([O-:28])=[O:27])[CH:23]=[CH:22][C:21]=1[CH2:29][CH:30]=O. (2) Given the product [F:25][C:19]1[CH:20]=[C:21]([F:24])[CH:22]=[CH:23][C:18]=1[O:17][C:14]1[CH:15]=[C:16]2[C:11](=[CH:12][C:13]=1[C:26]([NH:34][C@H:35]1[CH2:39][CH2:38][NH:37][C:36]1=[O:40])=[O:28])[N:10]([CH2:29][C:30]([F:33])([CH3:32])[CH3:31])[N:9]=[CH:8]2, predict the reactants needed to synthesize it. The reactants are: O=C1CCC(=O)N1[C:8]1[C:16]2[C:11](=[CH:12][C:13]([C:26]([O-:28])=O)=[C:14]([O:17][C:18]3[CH:23]=[CH:22][C:21]([F:24])=[CH:20][C:19]=3[F:25])[CH:15]=2)[N:10]([CH2:29][C:30]([F:33])([CH3:32])[CH3:31])[N:9]=1.[NH2:34][C@H:35]1[CH2:39][CH2:38][NH:37][C:36]1=[O:40].